This data is from Forward reaction prediction with 1.9M reactions from USPTO patents (1976-2016). The task is: Predict the product of the given reaction. (1) Given the reactants [S:1]1[CH:5]=[CH:4][CH:3]=[C:2]1[CH2:6][C:7](Cl)=[O:8].FC(F)(F)C1C=C(C=CC=1)C(Cl)=O.[NH2:23][C:24]1[C:29]2[C:30]([C:33]3[CH:34]=[C:35]([NH:39]C(=O)C4C=CC=C(C(F)(F)F)C=4)[CH:36]=[CH:37][CH:38]=3)=[CH:31][S:32][C:28]=2[C:27]([C:52]2[CH:53]=[N:54][CH:55]=[CH:56][CH:57]=2)=[CH:26][N:25]=1, predict the reaction product. The product is: [NH2:23][C:24]1[C:29]2[C:30]([C:33]3[CH:34]=[C:35]([NH:39][C:7](=[O:8])[CH2:6][C:2]4[S:1][CH:5]=[CH:4][CH:3]=4)[CH:36]=[CH:37][CH:38]=3)=[CH:31][S:32][C:28]=2[C:27]([C:52]2[CH:53]=[N:54][CH:55]=[CH:56][CH:57]=2)=[CH:26][N:25]=1. (2) Given the reactants FC1C=CC=CC=1C1CCCN(C(C2C=CN=C(N(C)C)C=2)=O)C1.Cl.[CH3:26][C:27]1[CH:32]=[CH:31][C:30]([CH:33]2[CH2:38][CH2:37][CH2:36][NH:35][CH2:34]2)=[CH:29][CH:28]=1.[CH2:39]([C:41]1[CH:42]=[C:43]([CH:47]=[CH:48][N:49]=1)[C:44](O)=[O:45])[CH3:40], predict the reaction product. The product is: [CH2:39]([C:41]1[CH:42]=[C:43]([C:44]([N:35]2[CH2:36][CH2:37][CH2:38][CH:33]([C:30]3[CH:29]=[CH:28][C:27]([CH3:26])=[CH:32][CH:31]=3)[CH2:34]2)=[O:45])[CH:47]=[CH:48][N:49]=1)[CH3:40]. (3) Given the reactants [C:1]1([S:7](Cl)(=[O:9])=[O:8])[CH:6]=[CH:5][CH:4]=[CH:3][CH:2]=1.[NH2:11][CH2:12][CH2:13][CH2:14][CH2:15][N:16]1[C:28]2[C:27]3[CH:26]=[CH:25][CH:24]=[CH:23][C:22]=3[N:21]=[C:20]([NH2:29])[C:19]=2[N:18]=[C:17]1[CH2:30][CH2:31][CH2:32][CH3:33].ClCCl, predict the reaction product. The product is: [NH2:29][C:20]1[C:19]2[N:18]=[C:17]([CH2:30][CH2:31][CH2:32][CH3:33])[N:16]([CH2:15][CH2:14][CH2:13][CH2:12][NH:11][S:7]([C:1]3[CH:6]=[CH:5][CH:4]=[CH:3][CH:2]=3)(=[O:9])=[O:8])[C:28]=2[C:27]2[CH:26]=[CH:25][CH:24]=[CH:23][C:22]=2[N:21]=1. (4) Given the reactants [F:1][C:2]1[CH:7]=[CH:6][C:5]([F:8])=[CH:4][C:3]=1[C:9]1[N:14]=[C:13]([NH:15][C:16]2[CH:21]=[CH:20][N:19]=[C:18]3[CH:22]=[N:23][NH:24][C:17]=23)[C:12]([CH3:25])=[CH:11][N:10]=1.[N:26]([CH2:29][CH3:30])=[C:27]=[O:28], predict the reaction product. The product is: [F:1][C:2]1[CH:7]=[CH:6][C:5]([F:8])=[CH:4][C:3]=1[C:9]1[N:14]=[C:13]([NH:15][C:16]2[CH:21]=[CH:20][N:19]=[C:18]3[CH:22]=[N:23][N:24]([C:27]([NH:26][CH2:29][CH3:30])=[O:28])[C:17]=23)[C:12]([CH3:25])=[CH:11][N:10]=1. (5) Given the reactants [NH2:1][C@H:2]([C:8]([OH:10])=[O:9])[CH2:3][CH2:4][C:5](O)=[O:6].[Cl:11][C:12]1[CH:13]=[CH:14][C:15]2[CH2:21][CH2:20][NH:19][CH2:18][C@H:17]([CH3:22])[C:16]=2[CH:23]=1.N1C(=O)CC[C@H]1C([O-])=O, predict the reaction product. The product is: [NH:1]1[C:5](=[O:6])[CH2:4][CH2:3][C@H:2]1[C:8]([OH:10])=[O:9].[Cl:11][C:12]1[CH:13]=[CH:14][C:15]2[CH2:21][CH2:20][NH:19][CH2:18][C@H:17]([CH3:22])[C:16]=2[CH:23]=1. (6) Given the reactants C(O)(C(F)(F)F)=O.[CH3:8][O:9][C:10]1[CH:11]=[C:12]([NH:22][C:23]2[CH:24]=[CH:25][C:26]3[CH2:27][N:28](C(OC(C)(C)C)=O)[CH2:29][C@@H:30]([C:34]4[CH:39]=[CH:38][CH:37]=[CH:36][CH:35]=4)[O:31][C:32]=3[N:33]=2)[CH:13]=[CH:14][C:15]=1[N:16]1[CH:20]=[C:19]([CH3:21])[N:18]=[CH:17]1.C(N(CC)CC)C, predict the reaction product. The product is: [CH3:8][O:9][C:10]1[CH:11]=[C:12]([NH:22][C:23]2[CH:24]=[CH:25][C:26]3[CH2:27][NH:28][CH2:29][C@@H:30]([C:34]4[CH:39]=[CH:38][CH:37]=[CH:36][CH:35]=4)[O:31][C:32]=3[N:33]=2)[CH:13]=[CH:14][C:15]=1[N:16]1[CH:20]=[C:19]([CH3:21])[N:18]=[CH:17]1. (7) Given the reactants [C:1]([C:3]1[CH:19]=[CH:18][C:6]([CH2:7][N:8]([CH3:17])[CH2:9][C:10]([O:12][C:13]([CH3:16])([CH3:15])[CH3:14])=[O:11])=[CH:5][C:4]=1[Cl:20])#[N:2].[NH2:21][OH:22], predict the reaction product. The product is: [Cl:20][C:4]1[CH:5]=[C:6]([CH:18]=[CH:19][C:3]=1[C:1](=[N:21][OH:22])[NH2:2])[CH2:7][N:8]([CH3:17])[CH2:9][C:10]([O:12][C:13]([CH3:15])([CH3:14])[CH3:16])=[O:11]. (8) Given the reactants [CH2:1]([O:8][CH2:9][C@H:10]1[CH2:12][O:11]1)[C:2]1[CH:7]=[CH:6][CH:5]=[CH:4][CH:3]=1.O.[NH2:14][NH2:15].C[O-].[Na+].[C:19](=[O:26])(OCC)OCC, predict the reaction product. The product is: [NH2:14][N:15]1[CH2:12][C@H:10]([CH2:9][O:8][CH2:1][C:2]2[CH:3]=[CH:4][CH:5]=[CH:6][CH:7]=2)[O:11][C:19]1=[O:26]. (9) Given the reactants [CH3:1][C:2]1[C:10]2[O:9][C:8](=[O:11])[NH:7][C:6]=2[CH:5]=[CH:4][CH:3]=1.Cl[S:13]([OH:16])(=[O:15])=[O:14], predict the reaction product. The product is: [CH3:1][C:2]1[C:10]2[O:9][C:8](=[O:11])[NH:7][C:6]=2[CH:5]=[CH:4][C:3]=1[S:13]([OH:16])(=[O:15])=[O:14]. (10) Given the reactants [Cl:1][C:2]1[N:7]=[C:6]([C:8]2[CH:9]=[C:10]3[C:15](=[CH:16][N:17]=2)[N:14]=[CH:13][CH:12]=[C:11]3[N:18]2[CH2:23][CH2:22][CH2:21][C@H:20]([NH:24][C:25](=[O:31])[O:26][C:27]([CH3:30])([CH3:29])[CH3:28])[CH2:19]2)[C:5]([N+:32]([O-])=O)=[CH:4][CH:3]=1, predict the reaction product. The product is: [NH2:32][C:5]1[C:6]([C:8]2[CH:9]=[C:10]3[C:15](=[CH:16][N:17]=2)[N:14]=[CH:13][CH:12]=[C:11]3[N:18]2[CH2:23][CH2:22][CH2:21][C@H:20]([NH:24][C:25](=[O:31])[O:26][C:27]([CH3:29])([CH3:28])[CH3:30])[CH2:19]2)=[N:7][C:2]([Cl:1])=[CH:3][CH:4]=1.